This data is from Catalyst prediction with 721,799 reactions and 888 catalyst types from USPTO. The task is: Predict which catalyst facilitates the given reaction. (1) Reactant: [F:1][C:2]([F:6])([F:5])[CH2:3][OH:4].[H-].[Na+].[NH2:9][C:10]1[N:15]=[C:14](Cl)[CH:13]=[C:12]([C:17]([F:20])([F:19])[F:18])[N:11]=1. Product: [NH2:9][C:10]1[N:15]=[C:14]([O:4][CH2:3][C:2]([F:6])([F:5])[F:1])[CH:13]=[C:12]([C:17]([F:20])([F:18])[F:19])[N:11]=1. The catalyst class is: 1. (2) Reactant: [C:1]1(=[O:8])[CH2:7][CH2:6][CH2:5][CH2:4][CH:3]=[CH:2]1.C1(C)C=CC(S([CH2:18][N+:19]#[C-:20])(=O)=O)=CC=1.CC(C)([O-])C.[K+].O. Product: [CH:18]1[NH:19][CH:20]=[C:7]2[C:1](=[O:8])[CH2:2][CH2:3][CH2:4][CH2:5][C:6]=12. The catalyst class is: 7. (3) Reactant: [CH2:1]([C:3]1[C:4]([O:14][CH2:15][CH2:16][CH2:17][C:18]2[C:19]([CH:33]([CH2:36][CH3:37])[CH2:34][CH3:35])=[N:20][N:21]([C:23]3[CH:28]=[CH:27][C:26]([C:29]([F:32])([F:31])[F:30])=[CH:25][N:24]=3)[CH:22]=2)=[C:5]([CH2:9][C:10]([O:12]C)=[O:11])[CH:6]=[CH:7][CH:8]=1)[CH3:2].[OH-].[Na+].O1CCCC1.Cl. Product: [CH2:1]([C:3]1[C:4]([O:14][CH2:15][CH2:16][CH2:17][C:18]2[C:19]([CH:33]([CH2:34][CH3:35])[CH2:36][CH3:37])=[N:20][N:21]([C:23]3[CH:28]=[CH:27][C:26]([C:29]([F:32])([F:31])[F:30])=[CH:25][N:24]=3)[CH:22]=2)=[C:5]([CH2:9][C:10]([OH:12])=[O:11])[CH:6]=[CH:7][CH:8]=1)[CH3:2]. The catalyst class is: 5. (4) Reactant: [CH3:1][O:2][C:3]1[CH:8]=[CH:7][CH:6]=[CH:5][C:4]=1[C:9]1[C:17]2[C:12](=[N:13][CH:14]=[C:15]([C:18]3[CH:19]=[C:20]([CH:24]=[CH:25][CH:26]=3)[C:21](O)=[O:22])[N:16]=2)[NH:11][CH:10]=1.CCN=C=NCCCN(C)C.Cl.CN(C(ON1N=NC2C=CC=CC1=2)=[N+](C)C)C.F[P-](F)(F)(F)(F)F.C(N(C(C)C)CC)(C)C.[CH3:72][N:73]([CH3:82])[CH2:74][CH2:75][N:76]1[CH2:81][CH2:80][NH:79][CH2:78][CH2:77]1. Product: [CH3:72][N:73]([CH3:82])[CH2:74][CH2:75][N:76]1[CH2:81][CH2:80][N:79]([C:21]([C:20]2[CH:24]=[CH:25][CH:26]=[C:18]([C:15]3[N:16]=[C:17]4[C:9]([C:4]5[CH:5]=[CH:6][CH:7]=[CH:8][C:3]=5[O:2][CH3:1])=[CH:10][NH:11][C:12]4=[N:13][CH:14]=3)[CH:19]=2)=[O:22])[CH2:78][CH2:77]1. The catalyst class is: 3. (5) The catalyst class is: 7. Product: [Cl:29][C:28]1[C:23]([N:20]2[C:16]3[N:17]=[CH:18][N:19]=[C:14]([O:12][C@@H:7]([CH2:6][O:5][CH2:3][CH3:4])[C:8]([O:10][CH3:11])=[O:9])[C:15]=3[CH:22]=[N:21]2)=[N:24][CH:25]=[CH:26][CH:27]=1. Reactant: [H-].[Na+].[CH2:3]([O:5][CH2:6][C@H:7]([OH:12])[C:8]([O:10][CH3:11])=[O:9])[CH3:4].Cl[C:14]1[N:19]=[CH:18][N:17]=[C:16]2[N:20]([C:23]3[C:28]([Cl:29])=[CH:27][CH:26]=[CH:25][N:24]=3)[N:21]=[CH:22][C:15]=12.C(O)(=O)CC(CC(O)=O)(C(O)=O)O. (6) Reactant: [Cl:1][C:2]1[CH:3]=[C:4]([N+:15]([O-:17])=[O:16])[CH:5]=[CH:6][C:7]=1[O:8][CH:9]1[CH2:14][CH2:13][NH:12][CH2:11][CH2:10]1.Br[C:19]1[CH:24]=[CH:23][CH:22]=[CH:21][N:20]=1. Product: [Cl:1][C:2]1[CH:3]=[C:4]([N+:15]([O-:17])=[O:16])[CH:5]=[CH:6][C:7]=1[O:8][CH:9]1[CH2:14][CH2:13][N:12]([C:19]2[CH:24]=[CH:23][CH:22]=[CH:21][N:20]=2)[CH2:11][CH2:10]1. The catalyst class is: 300. (7) Reactant: [C:1]([O:5][C:6]([NH:8][CH2:9][CH2:10][CH2:11][O:12][CH2:13][CH2:14][O:15][CH2:16][CH2:17][O:18][CH2:19][CH2:20][CH2:21][NH:22][C:23]([CH2:25][CH2:26][CH2:27][O:28][C:29]1[C:34]([CH2:35][CH2:36][C:37]([O:39]C)=[O:38])=[C:33]([O:41][CH2:42][CH2:43][CH2:44][CH2:45][CH2:46][O:47][C:48]2[CH:53]=[C:52]([C:54]3[CH:59]=[CH:58][CH:57]=[CH:56][CH:55]=3)[CH:51]=[C:50]([C:60]3[CH:65]=[CH:64][CH:63]=[CH:62][CH:61]=3)[N:49]=2)[CH:32]=[CH:31][CH:30]=1)=[O:24])=[O:7])([CH3:4])([CH3:3])[CH3:2].[Li+].[OH-]. Product: [C:1]([O:5][C:6]([NH:8][CH2:9][CH2:10][CH2:11][O:12][CH2:13][CH2:14][O:15][CH2:16][CH2:17][O:18][CH2:19][CH2:20][CH2:21][NH:22][C:23]([CH2:25][CH2:26][CH2:27][O:28][C:29]1[C:34]([CH2:35][CH2:36][C:37]([OH:39])=[O:38])=[C:33]([O:41][CH2:42][CH2:43][CH2:44][CH2:45][CH2:46][O:47][C:48]2[CH:53]=[C:52]([C:54]3[CH:59]=[CH:58][CH:57]=[CH:56][CH:55]=3)[CH:51]=[C:50]([C:60]3[CH:61]=[CH:62][CH:63]=[CH:64][CH:65]=3)[N:49]=2)[CH:32]=[CH:31][CH:30]=1)=[O:24])=[O:7])([CH3:4])([CH3:2])[CH3:3]. The catalyst class is: 1.